From a dataset of Reaction yield outcomes from USPTO patents with 853,638 reactions. Predict the reaction yield, written as a fraction of the theoretical maximum amount of product (1.0 means a 100% yield; for example, 0.34 means a 34% yield). (1) The reactants are [F:1][C:2]1[CH:3]=[C:4]([CH:49]=[CH:50][CH:51]=1)[CH2:5][N:6]1[CH:10]=[C:9]([C:11]2[C:19]3[C:14](=[N:15][CH:16]=[C:17]([C:20]4[N:25]=[CH:24][C:23]([N:26]5[CH2:31][CH2:30][N:29](C(OC(C)(C)C)=O)[CH2:28][CH2:27]5)=[CH:22][CH:21]=4)[CH:18]=3)[N:13]([S:39]([C:42]3[CH:48]=[CH:47][C:45]([CH3:46])=[CH:44][CH:43]=3)(=[O:41])=[O:40])[CH:12]=2)[CH:8]=[N:7]1. The catalyst is C(O)(C(F)(F)F)=O.C(Cl)Cl. The product is [F:1][C:2]1[CH:3]=[C:4]([CH:49]=[CH:50][CH:51]=1)[CH2:5][N:6]1[CH:10]=[C:9]([C:11]2[C:19]3[C:14](=[N:15][CH:16]=[C:17]([C:20]4[CH:21]=[CH:22][C:23]([N:26]5[CH2:27][CH2:28][NH:29][CH2:30][CH2:31]5)=[CH:24][N:25]=4)[CH:18]=3)[N:13]([S:39]([C:42]3[CH:48]=[CH:47][C:45]([CH3:46])=[CH:44][CH:43]=3)(=[O:41])=[O:40])[CH:12]=2)[CH:8]=[N:7]1. The yield is 0.874. (2) The reactants are [H-].[Na+].[C:3]([O:7][C:8]([N:10]1[CH2:15][CH2:14][CH:13]([OH:16])[CH2:12][CH2:11]1)=[O:9])([CH3:6])([CH3:5])[CH3:4].Cl[C:18]1[C:27]2[C:22](=[CH:23][CH:24]=[CH:25][CH:26]=2)[N:21]=[CH:20][N:19]=1. The catalyst is CN(C=O)C. The product is [C:3]([O:7][C:8]([N:10]1[CH2:15][CH2:14][CH:13]([O:16][C:18]2[C:27]3[C:22](=[CH:23][CH:24]=[CH:25][CH:26]=3)[N:21]=[CH:20][N:19]=2)[CH2:12][CH2:11]1)=[O:9])([CH3:6])([CH3:4])[CH3:5]. The yield is 0.760. (3) The reactants are C(OC(=O)[NH:7][CH2:8][CH2:9][NH:10][C:11](=[O:41])[CH2:12][NH:13][C:14](=[O:40])[CH2:15][C@@H:16]1[N:22]=[C:21]([C:23]2[CH:28]=[CH:27][C:26]([Cl:29])=[CH:25][CH:24]=2)[C:20]2[CH:30]=[C:31]([O:34][CH3:35])[CH:32]=[CH:33][C:19]=2[N:18]2[C:36]([CH3:39])=[N:37][N:38]=[C:17]12)(C)(C)C. The catalyst is C(Cl)Cl.C(O)(C(F)(F)F)=O. The product is [NH2:7][CH2:8][CH2:9][NH:10][C:11](=[O:41])[CH2:12][NH:13][C:14](=[O:40])[CH2:15][C@@H:16]1[N:22]=[C:21]([C:23]2[CH:24]=[CH:25][C:26]([Cl:29])=[CH:27][CH:28]=2)[C:20]2[CH:30]=[C:31]([O:34][CH3:35])[CH:32]=[CH:33][C:19]=2[N:18]2[C:36]([CH3:39])=[N:37][N:38]=[C:17]12. The yield is 0.980. (4) The reactants are [C:1]([O:5][C:6](=[O:11])[CH2:7]/[N:8]=[CH:9]/[CH3:10])([CH3:4])([CH3:3])[CH3:2].[Cl:12][C:13]1[C:14]([F:31])=[C:15](/[CH:19]=[C:20](/[C:23]2[CH:28]=[CH:27]C(Cl)=[CH:25][C:24]=2[F:30])\[C:21]#[N:22])[CH:16]=[CH:17][CH:18]=1.C(N(CC)CC)C.[CH2:39]([Cl:41])Cl. No catalyst specified. The product is [C:1]([O:5][C:6]([C@H:7]1[C@H:19]([C:15]2[CH:16]=[CH:17][CH:18]=[C:13]([Cl:12])[C:14]=2[F:31])[C@:20]([C:23]2[CH:28]=[CH:27][C:39]([Cl:41])=[CH:25][C:24]=2[F:30])([C:21]#[N:22])[C@@H:9]([CH3:10])[NH:8]1)=[O:11])([CH3:4])([CH3:3])[CH3:2]. The yield is 0.350.